Dataset: Forward reaction prediction with 1.9M reactions from USPTO patents (1976-2016). Task: Predict the product of the given reaction. (1) Given the reactants [Cl:1][C:2]1[CH:7]=[CH:6][C:5]([C@H:8]2[CH2:13][C@H:12]([C:14](=[O:21])[CH2:15][C:16](OCC)=[O:17])[CH2:11][CH2:10][N:9]2[C:22]([O:24][CH3:25])=[O:23])=[C:4]([F:26])[CH:3]=1.[OH-].[Na+].[NH2:29]O.Cl, predict the reaction product. The product is: [Cl:1][C:2]1[CH:7]=[CH:6][C:5]([C@H:8]2[CH2:13][C@H:12]([C:14]3[O:21][NH:29][C:16](=[O:17])[CH:15]=3)[CH2:11][CH2:10][N:9]2[C:22]([O:24][CH3:25])=[O:23])=[C:4]([F:26])[CH:3]=1. (2) Given the reactants [CH3:1][C:2]1([CH3:19])[O:7][CH2:6][CH:5]([CH2:8][O:9][C:10]2[CH:15]=[CH:14][N+:13]([O-])=[C:12]([CH3:17])[C:11]=2[CH3:18])[CH2:4][O:3]1.C(OC(=O)C)(=[O:22])C.[OH-].[Na+], predict the reaction product. The product is: [CH3:1][C:2]1([CH3:19])[O:7][CH2:6][CH:5]([CH2:8][O:9][C:10]2[CH:15]=[CH:14][N:13]=[C:12]([CH2:17][OH:22])[C:11]=2[CH3:18])[CH2:4][O:3]1. (3) Given the reactants C([O:5][C:6](=[O:43])[C@H:7]([C:14]1[CH:42]=[CH:41][C:17]([CH2:18][N:19]2[C:27]3[C:22](=[CH:23][CH:24]=[CH:25][CH:26]=3)[C:21]3[C:28]([CH3:40])=[C:29]([CH2:33][CH2:34][C:35]([O:37][CH2:38][CH3:39])=[O:36])[C:30]([CH3:32])=[N:31][C:20]2=3)=[CH:16][CH:15]=1)[CH:8]1[CH2:13][CH2:12][O:11][CH2:10][CH2:9]1)(C)(C)C.FC(F)(F)C(O)=O.C(O)(=O)CC(CC(O)=O)(C(O)=O)O, predict the reaction product. The product is: [CH2:38]([O:37][C:35](=[O:36])[CH2:34][CH2:33][C:29]1[C:30]([CH3:32])=[N:31][C:20]2[N:19]([CH2:18][C:17]3[CH:41]=[CH:42][C:14]([CH:7]([CH:8]4[CH2:13][CH2:12][O:11][CH2:10][CH2:9]4)[C:6]([OH:43])=[O:5])=[CH:15][CH:16]=3)[C:27]3[C:22]([C:21]=2[C:28]=1[CH3:40])=[CH:23][CH:24]=[CH:25][CH:26]=3)[CH3:39].